Dataset: NCI-60 drug combinations with 297,098 pairs across 59 cell lines. Task: Regression. Given two drug SMILES strings and cell line genomic features, predict the synergy score measuring deviation from expected non-interaction effect. Drug 1: CCC1=CC2CC(C3=C(CN(C2)C1)C4=CC=CC=C4N3)(C5=C(C=C6C(=C5)C78CCN9C7C(C=CC9)(C(C(C8N6C)(C(=O)OC)O)OC(=O)C)CC)OC)C(=O)OC.C(C(C(=O)O)O)(C(=O)O)O. Drug 2: CC(C1=C(C=CC(=C1Cl)F)Cl)OC2=C(N=CC(=C2)C3=CN(N=C3)C4CCNCC4)N. Cell line: NCI/ADR-RES. Synergy scores: CSS=1.22, Synergy_ZIP=0.194, Synergy_Bliss=0.940, Synergy_Loewe=0.0707, Synergy_HSA=0.0258.